This data is from Full USPTO retrosynthesis dataset with 1.9M reactions from patents (1976-2016). The task is: Predict the reactants needed to synthesize the given product. (1) Given the product [CH3:1][C:3]1[C:4]2[C:12](=[O:14])[N:25]([CH2:24][CH2:23][CH2:22][N:20]3[CH:21]=[C:17]([CH3:16])[N:18]=[CH:19]3)[C:10](=[S:11])[NH:9][C:5]=2[S:6][C:7]=1[CH3:8], predict the reactants needed to synthesize it. The reactants are: [CH2:1]([C:3]1[C:4]([C:12]([O:14]C)=O)=[C:5]([N:9]=[C:10]=[S:11])[S:6][C:7]=1[CH3:8])C.[CH3:16][C:17]1[N:18]=[CH:19][N:20]([CH2:22][CH2:23][CH2:24][NH2:25])[CH:21]=1. (2) Given the product [CH3:31][C:30]1[C:23]2[C:22]([N:19]3[CH2:20][CH2:21][CH:16]([NH2:12])[CH2:17][CH2:18]3)=[N:27][CH:26]=[N:25][C:24]=2[NH:28][CH:29]=1, predict the reactants needed to synthesize it. The reactants are: FC(F)(F)C(O)=O.CC([N:12]([CH:16]1[CH2:21][CH2:20][N:19]([C:22]2[C:23]3[C:30]([CH3:31])=[CH:29][NH:28][C:24]=3[N:25]=[CH:26][N:27]=2)[CH2:18][CH2:17]1)C(=O)[O-])(C)C. (3) Given the product [Cl:23][C:24]1[CH:25]=[C:26]([NH:27][C:2]2[CH:7]=[C:6]([NH:8][CH:9]3[CH2:11][CH2:10]3)[N:5]3[N:12]=[CH:13][C:14]([CH:15]=[C:16]4[S:20][C:19](=[O:21])[NH:18][C:17]4=[O:22])=[C:4]3[N:3]=2)[CH:28]=[CH:29][CH:30]=1, predict the reactants needed to synthesize it. The reactants are: Cl[C:2]1[CH:7]=[C:6]([NH:8][CH:9]2[CH2:11][CH2:10]2)[N:5]2[N:12]=[CH:13][C:14]([CH:15]=[C:16]3[S:20][C:19](=[O:21])[NH:18][C:17]3=[O:22])=[C:4]2[N:3]=1.[Cl:23][C:24]1[CH:25]=[C:26]([CH:28]=[CH:29][CH:30]=1)[NH2:27].C1(C)C=CC(S(O)(=O)=O)=CC=1.CO.ClCCl.